This data is from Full USPTO retrosynthesis dataset with 1.9M reactions from patents (1976-2016). The task is: Predict the reactants needed to synthesize the given product. (1) Given the product [C:13]([N:5]1[C:6]2[C:11](=[CH:10][C:9]([F:12])=[CH:8][CH:7]=2)[C@H:2]([NH:1][C:25]2[N:32]=[C:31]([CH3:33])[CH:30]=[CH:29][C:26]=2[C:27]#[N:28])[C@@H:3]([CH3:17])[C@@H:4]1[CH3:16])(=[O:15])[CH3:14], predict the reactants needed to synthesize it. The reactants are: [NH2:1][C@H:2]1[C:11]2[C:6](=[CH:7][CH:8]=[C:9]([F:12])[CH:10]=2)[N:5]([C:13](=[O:15])[CH3:14])[C@@H:4]([CH3:16])[C@@H:3]1[CH3:17].CC(C)([O-])C.[Na+].Cl[C:25]1[N:32]=[C:31]([CH3:33])[CH:30]=[CH:29][C:26]=1[C:27]#[N:28]. (2) Given the product [CH2:9]([O:17][C:2]1[O:3][C:4]2[C:9]([C:10](=[O:15])[C:11]=1[CH2:12][CH2:13][CH3:14])=[CH:8][C:7]([I:16])=[CH:6][CH:5]=2)[CH2:4][CH2:5][CH3:6], predict the reactants needed to synthesize it. The reactants are: Cl[C:2]1[O:3][C:4]2[C:9]([C:10](=[O:15])[C:11]=1[CH2:12][CH2:13][CH3:14])=[CH:8][C:7]([I:16])=[CH:6][CH:5]=2.[OH2:17]. (3) Given the product [Cl:1][C:2]1[C:7](=[O:8])[N:6]([CH3:9])[CH:5]=[C:4]([N:10]2[C:17](=[O:19])[C:16]3[CH:15]=[CH:14][N:13]([CH:20]4[CH2:21][CH2:22]4)[C:12]=3[CH:11]2[C:23]2[CH:28]=[CH:27][C:26]([Cl:29])=[CH:25][CH:24]=2)[CH:3]=1, predict the reactants needed to synthesize it. The reactants are: [Cl:1][C:2]1[C:7](=[O:8])[N:6]([CH3:9])[CH:5]=[C:4]([NH:10][CH:11]([C:23]2[CH:28]=[CH:27][C:26]([Cl:29])=[CH:25][CH:24]=2)[C:12]2[N:13]([CH:20]3[CH2:22][CH2:21]3)[CH:14]=[CH:15][C:16]=2[C:17]([OH:19])=O)[CH:3]=1. (4) Given the product [CH3:21][S:18]([C:15]1[CH:14]=[CH:13][C:12]([C@@H:8]([OH:7])[C@H:9]([NH2:5])[CH2:10][F:11])=[CH:17][CH:16]=1)(=[O:20])=[O:19], predict the reactants needed to synthesize it. The reactants are: C([N:5]1[C@H:9]([CH2:10][F:11])[C@@H:8]([C:12]2[CH:17]=[CH:16][C:15]([S:18]([CH3:21])(=[O:20])=[O:19])=[CH:14][CH:13]=2)[O:7]C1(C)C)(=O)CC.Cl.[OH-].[Na+]. (5) Given the product [F:1][C:2]1[CH:7]=[C:6]([NH:8][CH3:9])[CH:5]=[CH:4][C:3]=1[CH:10]=[O:11], predict the reactants needed to synthesize it. The reactants are: [F:1][C:2]1[CH:7]=[C:6]([NH:8][CH3:9])[CH:5]=[CH:4][C:3]=1[CH2:10][OH:11].C[N+]1([O-])CCOCC1. (6) Given the product [Cl:15][CH2:14][CH2:13][CH2:12][CH2:11][N:4]1[C:5](=[O:6])[CH2:7][NH:1][C:2]1=[O:3], predict the reactants needed to synthesize it. The reactants are: [NH:1]1[CH2:7][C:5](=[O:6])[NH:4][C:2]1=[O:3].[H-].[Na+].Br[CH2:11][CH2:12][CH2:13][CH2:14][Cl:15].Cl.